Dataset: Reaction yield outcomes from USPTO patents with 853,638 reactions. Task: Predict the reaction yield, written as a fraction of the theoretical maximum amount of product (1.0 means a 100% yield; for example, 0.34 means a 34% yield). (1) The yield is 0.880. The product is [Si:18]([O:17][CH2:16][C@@H:15]([CH3:25])[CH2:14][N:7]1[C:6]2[CH:12]=[C:2]([CH3:1])[CH:3]=[CH:4][C:5]=2[O:10][CH2:9][C:8]1=[O:11])([C:21]([CH3:22])([CH3:23])[CH3:24])([CH3:19])[CH3:20]. The reactants are [CH3:1][C:2]1[CH:3]=[CH:4][C:5]2[O:10][CH2:9][C:8](=[O:11])[NH:7][C:6]=2[CH:12]=1.Br[CH2:14][C@H:15]([CH3:25])[CH2:16][O:17][Si:18]([C:21]([CH3:24])([CH3:23])[CH3:22])([CH3:20])[CH3:19].C([O-])([O-])=O.[Cs+].[Cs+].CN(C=O)C. The catalyst is CCOCC. (2) The catalyst is CN(C=O)C. The product is [CH2:11]([O:10][C:8](=[O:9])[C:7](=[C:13]([S:21][CH3:1])[NH:14][C:15]1[CH:16]=[CH:17][CH:18]=[CH:19][CH:20]=1)[C:6]([O:5][CH2:3][CH3:4])=[O:22])[CH3:12]. The reactants are [CH3:1]I.[CH2:3]([O:5][C:6](=[O:22])[C:7](=[C:13]([SH:21])[NH:14][C:15]1[CH:20]=[CH:19][CH:18]=[CH:17][CH:16]=1)[C:8]([O:10][CH2:11][CH3:12])=[O:9])[CH3:4].[Na]. The yield is 0.840. (3) The reactants are C(OC(=O)[NH:7][CH2:8][C:9]1[CH:14]=[C:13]([CH3:15])[C:12]([NH:16][S:17]([CH3:20])(=[O:19])=[O:18])=[C:11]([Cl:21])[CH:10]=1)(C)(C)C. The catalyst is C(O)(C(F)(F)F)=O.C(Cl)Cl. The product is [NH2:7][CH2:8][C:9]1[CH:14]=[C:13]([CH3:15])[C:12]([NH:16][S:17]([CH3:20])(=[O:19])=[O:18])=[C:11]([Cl:21])[CH:10]=1. The yield is 1.00. (4) The reactants are [OH:1][CH:2]1[CH2:7][CH2:6][N:5]([C:8]([O:10][C:11]([CH3:14])([CH3:13])[CH3:12])=[O:9])[CH2:4][CH2:3]1.CN(C)C=O.[H-].[Na+].Cl[C:23]1[CH:28]=[N:27][CH:26]=[CH:25][N:24]=1. The catalyst is O. The product is [N:24]1[CH:25]=[CH:26][N:27]=[CH:28][C:23]=1[O:1][CH:2]1[CH2:3][CH2:4][N:5]([C:8]([O:10][C:11]([CH3:14])([CH3:13])[CH3:12])=[O:9])[CH2:6][CH2:7]1. The yield is 1.00. (5) The reactants are [Li]CCCC.C(NC(C)C)(C)C.[Cl:13][C:14]1[CH:19]=[C:18]([Cl:20])[N:17]=[CH:16][N:15]=1.[CH:21]1([CH:24]=[O:25])[CH2:23][CH2:22]1. The catalyst is C1COCC1.O. The product is [CH:21]1([CH:24]([C:19]2[C:14]([Cl:13])=[N:15][CH:16]=[N:17][C:18]=2[Cl:20])[OH:25])[CH2:23][CH2:22]1. The yield is 0.540. (6) The reactants are C(OC([N:8]1[CH2:12][CH2:11][CH2:10][CH:9]1[C:13]1[NH:14][C:15]([C:18]2[CH:27]=[CH:26][C:25]3[C:20](=[CH:21][CH:22]=[C:23]([Br:28])[CH:24]=3)[CH:19]=2)=[CH:16][N:17]=1)=O)(C)(C)C.FC(F)(F)C(O)=O. The catalyst is ClCCl. The product is [Br:28][C:23]1[CH:24]=[C:25]2[C:20](=[CH:21][CH:22]=1)[CH:19]=[C:18]([C:15]1[NH:14][C:13]([CH:9]3[CH2:10][CH2:11][CH2:12][NH:8]3)=[N:17][CH:16]=1)[CH:27]=[CH:26]2. The yield is 0.980. (7) The product is [CH2:1]([N:8]1[C:12]([NH:13][C:19](=[O:20])[O:21][C:22]2[CH:27]=[CH:26][CH:25]=[CH:24][CH:23]=2)=[CH:11][C:10]([C:14]([CH3:17])([CH3:16])[CH3:15])=[N:9]1)[C:2]1[CH:3]=[CH:4][CH:5]=[CH:6][CH:7]=1. The yield is 0.610. The reactants are [CH2:1]([N:8]1[C:12]([NH2:13])=[CH:11][C:10]([C:14]([CH3:17])([CH3:16])[CH3:15])=[N:9]1)[C:2]1[CH:7]=[CH:6][CH:5]=[CH:4][CH:3]=1.Cl[C:19]([O:21][C:22]1[CH:27]=[CH:26][CH:25]=[CH:24][CH:23]=1)=[O:20]. No catalyst specified. (8) The reactants are [NH2:1][C:2]1[N:7]=[C:6]([CH:8]2[CH2:10][CH2:9]2)[N:5]=[C:4]([C:11]([O:13]CC)=[O:12])[C:3]=1/[CH:16]=[CH:17]/[Si:18]([CH3:21])([CH3:20])[CH3:19].CO.O.O.[OH-].[Li+]. The catalyst is C1COCC1. The product is [NH2:1][C:2]1[N:7]=[C:6]([CH:8]2[CH2:10][CH2:9]2)[N:5]=[C:4]([C:11]([OH:13])=[O:12])[C:3]=1/[CH:16]=[CH:17]/[Si:18]([CH3:19])([CH3:21])[CH3:20]. The yield is 0.170.